Dataset: Full USPTO retrosynthesis dataset with 1.9M reactions from patents (1976-2016). Task: Predict the reactants needed to synthesize the given product. Given the product [ClH:1].[NH2:16][CH2:17][C@H:18]1[CH2:23][CH2:22][C@H:21]([C:24]([NH:26][C@@H:27]([CH2:28][C:29]2[CH:34]=[CH:33][C:32]([C:35]3[CH:40]=[CH:39][CH:38]=[C:37]([C:41]([N:43]4[CH2:48][CH2:47][NH:46][CH2:45][CH2:44]4)=[O:42])[C:36]=3[F:56])=[CH:31][CH:30]=2)[C:57](=[O:70])[NH:58][C:59]2[CH:64]=[CH:63][C:62]([C:65]3[N:69]=[N:68][NH:67][N:66]=3)=[CH:61][CH:60]=2)=[O:25])[CH2:20][CH2:19]1, predict the reactants needed to synthesize it. The reactants are: [ClH:1].FC(F)(F)C(O)=O.C(OC([NH:16][CH2:17][C@H:18]1[CH2:23][CH2:22][C@H:21]([C:24]([NH:26][C@H:27]([C:57](=[O:70])[NH:58][C:59]2[CH:64]=[CH:63][C:62]([C:65]3[N:66]=[N:67][NH:68][N:69]=3)=[CH:61][CH:60]=2)[CH2:28][C:29]2[CH:34]=[CH:33][C:32]([C:35]3[CH:40]=[CH:39][CH:38]=[C:37]([C:41]([N:43]4[CH2:48][CH2:47][N:46](C(OC(C)(C)C)=O)[CH2:45][CH2:44]4)=[O:42])[C:36]=3[F:56])=[CH:31][CH:30]=2)=[O:25])[CH2:20][CH2:19]1)=O)(C)(C)C.